This data is from NCI-60 drug combinations with 297,098 pairs across 59 cell lines. The task is: Regression. Given two drug SMILES strings and cell line genomic features, predict the synergy score measuring deviation from expected non-interaction effect. (1) Drug 1: CC1C(C(CC(O1)OC2CC(OC(C2O)C)OC3=CC4=CC5=C(C(=O)C(C(C5)C(C(=O)C(C(C)O)O)OC)OC6CC(C(C(O6)C)O)OC7CC(C(C(O7)C)O)OC8CC(C(C(O8)C)O)(C)O)C(=C4C(=C3C)O)O)O)O. Drug 2: CC(C)(C#N)C1=CC(=CC(=C1)CN2C=NC=N2)C(C)(C)C#N. Cell line: HCT116. Synergy scores: CSS=49.4, Synergy_ZIP=3.42, Synergy_Bliss=0.101, Synergy_Loewe=-3.16, Synergy_HSA=-2.75. (2) Drug 1: CN(CC1=CN=C2C(=N1)C(=NC(=N2)N)N)C3=CC=C(C=C3)C(=O)NC(CCC(=O)O)C(=O)O. Drug 2: CC1C(C(CC(O1)OC2CC(CC3=C2C(=C4C(=C3O)C(=O)C5=C(C4=O)C(=CC=C5)OC)O)(C(=O)CO)O)N)O.Cl. Cell line: SF-295. Synergy scores: CSS=35.6, Synergy_ZIP=-16.0, Synergy_Bliss=-24.5, Synergy_Loewe=-17.7, Synergy_HSA=-16.4. (3) Drug 1: C1=NNC2=C1C(=O)NC=N2. Drug 2: CN(C(=O)NC(C=O)C(C(C(CO)O)O)O)N=O. Cell line: SNB-75. Synergy scores: CSS=1.71, Synergy_ZIP=-2.24, Synergy_Bliss=-4.98, Synergy_Loewe=-7.17, Synergy_HSA=-4.20. (4) Drug 1: C1CNP(=O)(OC1)N(CCCl)CCCl. Drug 2: CC12CCC3C(C1CCC2OP(=O)(O)O)CCC4=C3C=CC(=C4)OC(=O)N(CCCl)CCCl.[Na+]. Cell line: CCRF-CEM. Synergy scores: CSS=-6.18, Synergy_ZIP=2.12, Synergy_Bliss=5.16, Synergy_Loewe=-6.51, Synergy_HSA=-1.82. (5) Drug 1: C1=CC(=CC=C1CCCC(=O)O)N(CCCl)CCCl. Drug 2: C1=NC(=NC(=O)N1C2C(C(C(O2)CO)O)O)N. Cell line: OVCAR-5. Synergy scores: CSS=4.72, Synergy_ZIP=-4.82, Synergy_Bliss=-6.21, Synergy_Loewe=-7.97, Synergy_HSA=-6.27.